From a dataset of Full USPTO retrosynthesis dataset with 1.9M reactions from patents (1976-2016). Predict the reactants needed to synthesize the given product. Given the product [CH2:8]=[O:12].[C:13]1([CH2:23][OH:24])[C:22]2[C:17](=[CH:18][CH:19]=[CH:20][CH:21]=2)[CH:16]=[CH:15][CH:14]=1, predict the reactants needed to synthesize it. The reactants are: C=O.S(=O)(=O)(O)O.[CH2:8]([OH:12])CCC.[C:13]1([CH2:23][OH:24])[C:22]2[C:17](=[CH:18][CH:19]=[CH:20][CH:21]=2)[CH:16]=[CH:15][CH:14]=1.C(C1C=CC=CC=1)C.